Dataset: Catalyst prediction with 721,799 reactions and 888 catalyst types from USPTO. Task: Predict which catalyst facilitates the given reaction. (1) Reactant: [F:1][C:2]1[CH:3]=[C:4]([CH:29]=[CH:30][C:31]=1[F:32])[CH2:5][O:6][C:7]1[N:12]=[C:11]([NH2:13])[C:10]([C:14]2[CH:19]=[CH:18][C:17]([Cl:20])=[CH:16][CH:15]=2)=[C:9]([C:21]2[CH:26]=[CH:25][C:24]([Cl:27])=[CH:23][C:22]=2[Cl:28])[N:8]=1.[C:33](OC(=O)C)(=[O:35])[CH3:34]. Product: [F:1][C:2]1[CH:3]=[C:4]([CH:29]=[CH:30][C:31]=1[F:32])[CH2:5][O:6][C:7]1[N:12]=[C:11]([NH:13][C:33](=[O:35])[CH3:34])[C:10]([C:14]2[CH:19]=[CH:18][C:17]([Cl:20])=[CH:16][CH:15]=2)=[C:9]([C:21]2[CH:26]=[CH:25][C:24]([Cl:27])=[CH:23][C:22]=2[Cl:28])[N:8]=1. The catalyst class is: 142. (2) Reactant: [OH:1][C@H:2]1[CH2:6][N:5]([C:7]([C:9]2[CH:14]=[CH:13][C:12]([C:15]3[CH:20]=[CH:19][CH:18]=[CH:17][C:16]=3[CH3:21])=[CH:11][CH:10]=2)=[O:8])[C@H:4]([C:22]([OH:24])=[O:23])[CH2:3]1.CS(C)=O.C(N(CC)CC)C. Product: [CH3:21][C:16]1[CH:17]=[CH:18][CH:19]=[CH:20][C:15]=1[C:12]1[CH:11]=[CH:10][C:9]([C:7]([N:5]2[CH2:6][C:2](=[O:1])[CH2:3][C@H:4]2[C:22]([OH:24])=[O:23])=[O:8])=[CH:14][CH:13]=1. The catalyst class is: 13. (3) Reactant: [F:1][C:2]1[CH:16]=[CH:15][C:14]([F:17])=[CH:13][C:3]=1[CH2:4][C:5]1[O:9][N:8]=[C:7]([C:10]([OH:12])=O)[CH:6]=1.Cl.[Cl:19][C:20]1[CH:21]=[C:22]2[C:26](=[CH:27][CH:28]=1)[NH:25][C:24]([CH3:29])=[C:23]2[CH2:30][CH2:31][NH2:32].CN(C(ON1N=NC2C=CC=NC1=2)=[N+](C)C)C.F[P-](F)(F)(F)(F)F.C(N(CC)C(C)C)(C)C. Product: [Cl:19][C:20]1[CH:21]=[C:22]2[C:26](=[CH:27][CH:28]=1)[NH:25][C:24]([CH3:29])=[C:23]2[CH2:30][CH2:31][NH:32][C:10]([C:7]1[CH:6]=[C:5]([CH2:4][C:3]2[CH:13]=[C:14]([F:17])[CH:15]=[CH:16][C:2]=2[F:1])[O:9][N:8]=1)=[O:12]. The catalyst class is: 3. (4) Reactant: [F:1][C:2]([F:25])([F:24])[C:3]([N:5]1[CH2:10][CH2:9][CH:8]([NH:11][CH2:12][C:13]2[N:22]=[C:21]3[C:16]([CH:17]=[CH:18][C:19](=[O:23])[NH:20]3)=[CH:15][CH:14]=2)[CH2:7][CH2:6]1)=[O:4].[C:26](O[C:26]([O:28][C:29]([CH3:32])([CH3:31])[CH3:30])=[O:27])([O:28][C:29]([CH3:32])([CH3:31])[CH3:30])=[O:27].O. The catalyst class is: 22. Product: [O:23]=[C:19]1[NH:20][C:21]2[N:22]=[C:13]([CH2:12][N:11]([CH:8]3[CH2:9][CH2:10][N:5]([C:3](=[O:4])[C:2]([F:1])([F:24])[F:25])[CH2:6][CH2:7]3)[C:26](=[O:27])[O:28][C:29]([CH3:32])([CH3:31])[CH3:30])[CH:14]=[CH:15][C:16]=2[CH:17]=[CH:18]1.